Dataset: Peptide-MHC class II binding affinity with 134,281 pairs from IEDB. Task: Regression. Given a peptide amino acid sequence and an MHC pseudo amino acid sequence, predict their binding affinity value. This is MHC class II binding data. The MHC is DRB1_0101 with pseudo-sequence DRB1_0101. The binding affinity (normalized) is 0.148. The peptide sequence is LDEMAKNLCRKFFSE.